This data is from Full USPTO retrosynthesis dataset with 1.9M reactions from patents (1976-2016). The task is: Predict the reactants needed to synthesize the given product. (1) The reactants are: [CH3:1][NH:2][C:3]([C:5]1[C:13]2[CH:12]=[C:11]([C:14]3[C:19](Cl)=[CH:18][N:17]=[C:16]([NH:21][CH2:22][CH2:23][CH2:24][N:25]4[CH2:30][CH2:29][NH:28][CH2:27][C@H:26]4[CH3:31])[N:15]=3)[S:10][C:9]=2[CH:8]=[CH:7][CH:6]=1)=[O:4].[CH3:32]NC(C1C2C=C(C3C(C)=CN=C(Cl)N=3)SC=2C=CC=1)=O.C(OC(N1CCN(CCCN)[C@@H](C)C1)=O)(C)(C)C. Given the product [CH3:1][NH:2][C:3]([C:5]1[C:13]2[CH:12]=[C:11]([C:14]3[C:19]([CH3:32])=[CH:18][N:17]=[C:16]([NH:21][CH2:22][CH2:23][CH2:24][N:25]4[CH2:30][CH2:29][NH:28][CH2:27][C@@H:26]4[CH3:31])[N:15]=3)[S:10][C:9]=2[CH:8]=[CH:7][CH:6]=1)=[O:4], predict the reactants needed to synthesize it. (2) Given the product [C:11]([O:15][C:16]([NH:18][C@H:19]1[CH2:23][C@@:22]([C:37]([OH:38])([CH3:39])[CH3:36])([C:24]([O:26][CH3:27])=[O:25])[CH:21]=[CH:20]1)=[O:17])([CH3:14])([CH3:13])[CH3:12], predict the reactants needed to synthesize it. The reactants are: C[Si](C)(C)[N-][Si](C)(C)C.[Li+].[C:11]([O:15][C:16]([NH:18][C@H:19]1[CH2:23][C@@H:22]([C:24]([O:26][CH3:27])=[O:25])[CH:21]=[CH:20]1)=[O:17])([CH3:14])([CH3:13])[CH3:12].C(Cl)(Cl)(Cl)Cl.C(=O)=O.[CH3:36][C:37]([CH3:39])=[O:38]. (3) Given the product [Cl:1][C:2]1[CH:7]=[C:6]([C:11]#[C:10][C:12]2[CH:17]=[CH:16][CH:15]=[CH:14][CH:13]=2)[N:5]=[C:4]([NH2:9])[CH:3]=1, predict the reactants needed to synthesize it. The reactants are: [Cl:1][C:2]1[CH:7]=[C:6](Cl)[N:5]=[C:4]([NH2:9])[CH:3]=1.[C:10]([C:12]1[CH:17]=[CH:16][CH:15]=[CH:14][CH:13]=1)#[CH:11].C(N(CC)CC)C.C1COCC1. (4) Given the product [Cl:1][C:2]1[CH:7]=[CH:6][C:5]([C:8]2[N:12](/[CH:13]=[CH:14]/[C:15]([F:17])([F:16])[F:18])[C:11](=[O:19])[N:10]([CH2:20][C:21]([OH:23])=[O:22])[N:9]=2)=[CH:4][CH:3]=1, predict the reactants needed to synthesize it. The reactants are: [Cl:1][C:2]1[CH:7]=[CH:6][C:5]([C:8]2[N:12](/[CH:13]=[CH:14]/[C:15]([F:18])([F:17])[F:16])[C:11](=[O:19])[N:10]([CH2:20][C:21]([O:23]C)=[O:22])[N:9]=2)=[CH:4][CH:3]=1.[OH-].[Li+].Cl. (5) Given the product [Br:1][C:2]1[CH:7]=[CH:6][C:5]2[N:8]([CH2:9][C:10]3[CH:20]=[CH:19][C:13]4[N:14]=[C:15]([S:17][CH3:18])[S:16][C:12]=4[CH:11]=3)[CH:23]=[N:21][C:4]=2[CH:3]=1, predict the reactants needed to synthesize it. The reactants are: [Br:1][C:2]1[CH:3]=[C:4]([NH2:21])[C:5]([NH:8][CH2:9][C:10]2[CH:20]=[CH:19][C:13]3[N:14]=[C:15]([S:17][CH3:18])[S:16][C:12]=3[CH:11]=2)=[CH:6][CH:7]=1.Br[C:23]1C=C(NCC2C=CC3N=C(SC)SC=3C=2)C(N)=CC=1OC. (6) Given the product [Cl:1][C:2]1[CH:10]=[CH:9][C:8]([C:11]2[C:12]([C@@H:23]([NH:33][C:34](=[O:51])[CH2:35][N:36]3[C:40]4[C:41]([F:46])([F:45])[C@@H:42]5[CH2:44][C@@H:43]5[C:39]=4[C:38]([C:47]([F:48])([F:49])[F:50])=[N:37]3)[CH2:24][C:25]3[CH:26]=[C:27]([F:32])[CH:28]=[C:29]([F:31])[CH:30]=3)=[N:13][C:14]([C:17]#[C:18][C:19]([OH:22])([CH3:20])[CH2:60][OH:61])=[CH:15][CH:16]=2)=[C:7]2[C:3]=1[C:4]([NH:53][S:54]([CH3:57])(=[O:55])=[O:56])=[N:5][N:6]2[CH3:52], predict the reactants needed to synthesize it. The reactants are: [Cl:1][C:2]1[CH:10]=[CH:9][C:8]([C:11]2[C:12]([C@@H:23]([NH:33][C:34](=[O:51])[CH2:35][N:36]3[C:40]4[C:41]([F:46])([F:45])[C@@H:42]5[CH2:44][C@@H:43]5[C:39]=4[C:38]([C:47]([F:50])([F:49])[F:48])=[N:37]3)[CH2:24][C:25]3[CH:30]=[C:29]([F:31])[CH:28]=[C:27]([F:32])[CH:26]=3)=[N:13][C:14]([C:17]#[C:18][CH:19]([OH:22])[CH2:20]C)=[CH:15][CH:16]=2)=[C:7]2[C:3]=1[C:4]([NH:53][S:54]([CH3:57])(=[O:56])=[O:55])=[N:5][N:6]2[CH3:52].CC(O)(C#C)[CH2:60][OH:61]. (7) Given the product [Cl:25][C:24]1[C:23](=[O:30])[N:21]([C:17]2[CH:16]=[C:15]([C:13]3[CH:12]=[CH:11][N:10]=[C:9]([NH:8][C:4]4[CH:5]=[CH:6][CH:7]=[C:2]([Cl:1])[CH:3]=4)[N:14]=3)[CH:20]=[CH:19][N:18]=2)[N:22]=[CH:28][C:26]=1[Cl:27], predict the reactants needed to synthesize it. The reactants are: [Cl:1][C:2]1[CH:3]=[C:4]([NH:8][C:9]2[N:14]=[C:13]([C:15]3[CH:20]=[CH:19][N:18]=[C:17]([NH:21][NH2:22])[CH:16]=3)[CH:12]=[CH:11][N:10]=2)[CH:5]=[CH:6][CH:7]=1.[C:23](O)(=[O:30])/[C:24](=[C:26](\[CH:28]=O)/[Cl:27])/[Cl:25]. (8) Given the product [CH3:1][O:2][C:3](=[O:16])[CH:4]([CH2:9][CH:10]1[CH2:15][CH2:14][CH2:13][CH2:12][CH2:11]1)[CH2:5][C:6]([OH:8])=[O:7], predict the reactants needed to synthesize it. The reactants are: [CH3:1][O:2][C:3](=[O:16])[C:4](=[CH:9][CH:10]1[CH2:15][CH2:14][CH2:13][CH2:12][CH2:11]1)[CH2:5][C:6]([OH:8])=[O:7].[H][H]. (9) Given the product [CH3:17][N:16]([CH2:15][C:12]1[CH:13]=[C:14]2[C:9](=[CH:10][CH:11]=1)[NH:8][C:7]([C:19]([F:22])([F:21])[F:20])=[C:6]2[CH2:5][C:4]([NH2:24])=[O:3])[CH3:18], predict the reactants needed to synthesize it. The reactants are: C([O:3][C:4](=O)[CH2:5][C:6]1[C:14]2[C:9](=[CH:10][CH:11]=[C:12]([CH2:15][N:16]([CH3:18])[CH3:17])[CH:13]=2)[NH:8][C:7]=1[C:19]([F:22])([F:21])[F:20])C.[NH3:24]. (10) Given the product [CH2:20]([O:22][C:23]1[CH:30]=[CH:29][C:26]([CH2:27][N:4]2[CH2:3][CH2:2][N:1]([C:7]3[CH:8]=[CH:9][C:10]4[N:11]([C:13]([C:16]([F:17])([F:18])[F:19])=[N:14][N:15]=4)[N:12]=3)[CH2:6][CH2:5]2)=[CH:25][CH:24]=1)[CH3:21], predict the reactants needed to synthesize it. The reactants are: [N:1]1([C:7]2[CH:8]=[CH:9][C:10]3[N:11]([C:13]([C:16]([F:19])([F:18])[F:17])=[N:14][N:15]=3)[N:12]=2)[CH2:6][CH2:5][NH:4][CH2:3][CH2:2]1.[CH2:20]([O:22][C:23]1[CH:30]=[CH:29][C:26]([CH:27]=O)=[CH:25][CH:24]=1)[CH3:21].